From a dataset of Full USPTO retrosynthesis dataset with 1.9M reactions from patents (1976-2016). Predict the reactants needed to synthesize the given product. (1) The reactants are: O[CH2:2][CH2:3][NH:4][CH2:5][C:6]([NH:8][C:9]1[CH:14]=[CH:13][CH:12]=[CH:11][N:10]=1)=[O:7].C(P(CCCC)CCCC)CCC.CC(OC(/N=N/C(OC(C)(C)C)=O)=O)(C)C.Cl. Given the product [N:10]1[CH:11]=[CH:12][CH:13]=[CH:14][C:9]=1[N:8]1[CH2:2][CH2:3][NH:4][CH2:5][C:6]1=[O:7], predict the reactants needed to synthesize it. (2) The reactants are: [F:1][C:2]([F:31])([CH2:18][CH:19]1[C:24](=[O:25])[N:23]([CH:26]([CH3:28])[CH3:27])[C:22](=[O:29])[NH:21][C:20]1=[O:30])[C@@H:3]([NH:10]C(=O)OC(C)(C)C)[C:4]1[CH:9]=[CH:8][CH:7]=[CH:6][CH:5]=1.[ClH:32]. Given the product [ClH:32].[NH2:10][C@@H:3]([C:4]1[CH:5]=[CH:6][CH:7]=[CH:8][CH:9]=1)[C:2]([F:1])([F:31])[CH2:18][CH:19]1[C:24](=[O:25])[N:23]([CH:26]([CH3:27])[CH3:28])[C:22](=[O:29])[NH:21][C:20]1=[O:30], predict the reactants needed to synthesize it. (3) Given the product [F:1][C:2]1[CH:3]=[CH:4][C:5]2[N:6]([C:8]([C:11]([OH:13])=[O:12])=[CH:9][N:10]=2)[CH:7]=1, predict the reactants needed to synthesize it. The reactants are: [F:1][C:2]1[CH:3]=[CH:4][C:5]2[N:6]([C:8]([C:11]([O:13]CC)=[O:12])=[CH:9][N:10]=2)[CH:7]=1.O.[OH-].[Li+].O.C1COCC1. (4) Given the product [C:1]([O:5][CH:6]([C:12]1[C:21]([CH3:22])=[CH:20][C:19]2[C:14](=[CH:15][CH:16]=[CH:17][CH:18]=2)[C:13]=1[O:23][S:31]([C:34]([F:37])([F:36])[F:35])(=[O:33])=[O:32])[C:7]([O:9][CH2:10][CH3:11])=[O:8])([CH3:4])([CH3:2])[CH3:3], predict the reactants needed to synthesize it. The reactants are: [C:1]([O:5][CH:6]([C:12]1[C:21]([CH3:22])=[CH:20][C:19]2[C:14](=[CH:15][CH:16]=[CH:17][CH:18]=2)[C:13]=1[OH:23])[C:7]([O:9][CH2:10][CH3:11])=[O:8])([CH3:4])([CH3:3])[CH3:2].C1(N([S:31]([C:34]([F:37])([F:36])[F:35])(=[O:33])=[O:32])[S:31]([C:34]([F:37])([F:36])[F:35])(=[O:33])=[O:32])C=CC=CC=1.C([O-])([O-])=O.[Cs+].[Cs+].OS([O-])(=O)=O.[Na+].